The task is: Predict the product of the given reaction.. This data is from Forward reaction prediction with 1.9M reactions from USPTO patents (1976-2016). Given the reactants [CH2:1]([N:8]([CH2:39][CH3:40])[C:9](=O)[CH:10]([O:35][CH2:36][CH3:37])[CH2:11][C:12]1[CH:34]=[CH:33][C:15]([O:16][CH2:17][CH2:18][C:19]2[CH:24]=[CH:23][C:22]([NH:25][C:26](=O)OC(C)(C)C)=[CH:21][CH:20]=2)=[CH:14][CH:13]=1)[C:2]1[CH:7]=[CH:6][CH:5]=[CH:4][CH:3]=1.CSC.B.C(OC(=O)C)C.CCCCCCC, predict the reaction product. The product is: [CH2:1]([N:8]([CH2:39][CH3:40])[CH2:9][CH:10]([O:35][CH2:36][CH3:37])[CH2:11][C:12]1[CH:13]=[CH:14][C:15]([O:16][CH2:17][CH2:18][C:19]2[CH:20]=[CH:21][C:22]([NH:25][CH3:26])=[CH:23][CH:24]=2)=[CH:33][CH:34]=1)[C:2]1[CH:7]=[CH:6][CH:5]=[CH:4][CH:3]=1.